From a dataset of Reaction yield outcomes from USPTO patents with 853,638 reactions. Predict the reaction yield, written as a fraction of the theoretical maximum amount of product (1.0 means a 100% yield; for example, 0.34 means a 34% yield). (1) The reactants are [O:1]1CCO[CH:2]1[C:6]1[CH:7]=[CH:8][C:9]([C:12]2[S:20][C:19]3[C:14](=[N:15][CH:16]=[CH:17][C:18]=3[O:21][C:22]3[CH:23]=[CH:24][C:25]4[O:29][C:28]([NH:30][C:31]5[CH:36]=[CH:35][C:34]([Cl:37])=[CH:33][CH:32]=5)=[N:27][C:26]=4[CH:38]=3)[CH:13]=2)=[N:10][CH:11]=1.Cl. The catalyst is C1COCC1. The product is [Cl:37][C:34]1[CH:35]=[CH:36][C:31]([NH:30][C:28]2[O:29][C:25]3[CH:24]=[CH:23][C:22]([O:21][C:18]4[CH:17]=[CH:16][N:15]=[C:14]5[CH:13]=[C:12]([C:9]6[CH:8]=[CH:7][C:6]([CH:2]=[O:1])=[CH:11][N:10]=6)[S:20][C:19]=45)=[CH:38][C:26]=3[N:27]=2)=[CH:32][CH:33]=1. The yield is 0.920. (2) The reactants are [CH3:1][O:2][C:3](=[O:12])[C:4]1[CH:9]=[C:8]([Br:10])[CH:7]=[CH:6][C:5]=1[OH:11].[CH2:13]([O:15][C:16](=[O:20])[CH:17](Br)[CH3:18])[CH3:14].C(=O)([O-])[O-].[K+].[K+]. The catalyst is CC(C)=O. The product is [CH3:1][O:2][C:3](=[O:12])[C:4]1[CH:9]=[C:8]([Br:10])[CH:7]=[CH:6][C:5]=1[O:11][CH:17]([C:16]([O:15][CH2:13][CH3:14])=[O:20])[CH3:18]. The yield is 1.00. (3) The reactants are [OH:1][C:2]12[CH2:9][CH2:8][C:5](C(O)=O)([CH2:6][CH2:7]1)[CH2:4][CH2:3]2.CC[N:15]([CH:19](C)C)C(C)C.C1(P(N=[N+]=[N-])(C2C=CC=CC=2)=[O:29])C=CC=CC=1.[CH2:39]([OH:46])[C:40]1[CH:45]=[CH:44][CH:43]=[CH:42][CH:41]=1. The catalyst is O1CCOCC1. The product is [OH:1][C:2]12[CH2:3][CH2:4][C:5]([NH:15][C:19](=[O:29])[O:46][CH2:39][C:40]3[CH:45]=[CH:44][CH:43]=[CH:42][CH:41]=3)([CH2:6][CH2:7]1)[CH2:8][CH2:9]2. The yield is 0.910.